Dataset: P-glycoprotein inhibition data for predicting drug efflux from Broccatelli et al.. Task: Regression/Classification. Given a drug SMILES string, predict its absorption, distribution, metabolism, or excretion properties. Task type varies by dataset: regression for continuous measurements (e.g., permeability, clearance, half-life) or binary classification for categorical outcomes (e.g., BBB penetration, CYP inhibition). Dataset: pgp_broccatelli. (1) The compound is c1ccc(CN2CCNCC2)cc1. The result is 0 (non-inhibitor). (2) The molecule is CCc1cccc(CC)c1NC(=O)CN(CC(=O)O)CC(=O)O. The result is 0 (non-inhibitor). (3) The molecule is C[C@@H](Cc1ccccc1)NCCC(c1ccccc1)c1ccccc1. The result is 0 (non-inhibitor). (4) The compound is CC[C@H](C(=O)OCCN(CC)CC)c1ccccc1. The result is 0 (non-inhibitor).